This data is from Peptide-MHC class I binding affinity with 185,985 pairs from IEDB/IMGT. The task is: Regression. Given a peptide amino acid sequence and an MHC pseudo amino acid sequence, predict their binding affinity value. This is MHC class I binding data. (1) The peptide sequence is RELLGYCVSL. The MHC is HLA-B40:02 with pseudo-sequence HLA-B40:02. The binding affinity (normalized) is 0.850. (2) The binding affinity (normalized) is 0.117. The peptide sequence is VIYPNFSKA. The MHC is HLA-A02:01 with pseudo-sequence HLA-A02:01. (3) The peptide sequence is GYMFESKSMK. The MHC is HLA-A11:01 with pseudo-sequence HLA-A11:01. The binding affinity (normalized) is 0.346. (4) The peptide sequence is NGYRWQHQI. The MHC is HLA-A68:02 with pseudo-sequence HLA-A68:02. The binding affinity (normalized) is 0.466. (5) The peptide sequence is KELKETLLH. The MHC is HLA-B15:01 with pseudo-sequence HLA-B15:01. The binding affinity (normalized) is 0.0847. (6) The MHC is HLA-B08:02 with pseudo-sequence HLA-B08:02. The peptide sequence is FVHSGFIYF. The binding affinity (normalized) is 0.0847. (7) The peptide sequence is HFKVGWAW. The binding affinity (normalized) is 0.122. The MHC is Mamu-B3901 with pseudo-sequence Mamu-B3901. (8) The peptide sequence is KRNMYESKG. The MHC is HLA-B27:05 with pseudo-sequence HLA-B27:05. The binding affinity (normalized) is 0.188. (9) The peptide sequence is KSHNVSLIW. The MHC is HLA-A31:01 with pseudo-sequence HLA-A31:01. The binding affinity (normalized) is 0.272.